This data is from Catalyst prediction with 721,799 reactions and 888 catalyst types from USPTO. The task is: Predict which catalyst facilitates the given reaction. (1) Product: [CH3:23][O:22][C:3]1[CH:4]=[C:5]([C:8]2[O:9][C:10]([C:13]3[CH:18]=[CH:17][C:16]([N:19]=[N:33][C:26]4[CH:27]=[CH:28][CH:29]=[CH:24][N:35]=4)=[C:15]([O:20][CH3:21])[CH:14]=3)=[CH:11][CH:12]=2)[CH:6]=[CH:7][C:2]=1[N:1]=[N:33][C:26]1[CH:27]=[CH:28][CH:29]=[CH:24][N:35]=1. The catalyst class is: 18. Reactant: [NH2:1][C:2]1[CH:7]=[CH:6][C:5]([C:8]2[O:9][C:10]([C:13]3[CH:18]=[CH:17][C:16]([NH2:19])=[C:15]([O:20][CH3:21])[CH:14]=3)=[CH:11][CH:12]=2)=[CH:4][C:3]=1[O:22][CH3:23].[C:24]1([NH2:35])[C:29](F)=[C:28](F)[C:27](F)=[C:26]([NH2:33])C=1F.Cl.Cl. (2) Reactant: C([O:3][C:4](=O)[NH:5][CH:6]([CH3:19])[CH2:7][C:8]1[C:16]2[C:11](=[CH:12][CH:13]=[CH:14][CH:15]=2)[N:10]([CH2:17][CH3:18])[CH:9]=1)C.O=P12OP3(OP(OP(O3)(O1)=O)(=O)O2)=O. Product: [CH2:17]([N:10]1[C:9]2[C:4](=[O:3])[NH:5][CH:6]([CH3:19])[CH2:7][C:8]=2[C:16]2[C:11]1=[CH:12][CH:13]=[CH:14][CH:15]=2)[CH3:18]. The catalyst class is: 265. (3) Reactant: C[O:2][C:3]1[CH:8]=[CH:7][CH:6]=[CH:5][C:4]=1[C:9]1[S:13][C:12]([S:14]([NH2:17])(=[O:16])=[O:15])=[CH:11][CH:10]=1.B(Br)(Br)Br. Product: [OH:2][C:3]1[CH:8]=[CH:7][CH:6]=[CH:5][C:4]=1[C:9]1[S:13][C:12]([S:14]([NH2:17])(=[O:16])=[O:15])=[CH:11][CH:10]=1. The catalyst class is: 2.